This data is from Full USPTO retrosynthesis dataset with 1.9M reactions from patents (1976-2016). The task is: Predict the reactants needed to synthesize the given product. (1) Given the product [CH3:22][O:21][Si:16]([O:17][CH3:18])([O:19][CH3:20])[CH2:15][CH2:14][C:23]1[CH:24]=[CH:25][C:26]([CH2:8][S:1][C:2]2[N:7]=[CH:6][CH:5]=[CH:4][N:3]=2)=[CH:27][CH:28]=1, predict the reactants needed to synthesize it. The reactants are: [SH:1][C:2]1[N:7]=[CH:6][CH:5]=[CH:4][N:3]=1.[CH2:8](O[K])C.ClC[CH:14]([C:23]1[CH:28]=[CH:27][CH:26]=[CH:25][CH:24]=1)[CH2:15][Si:16]([O:21][CH3:22])([O:19][CH3:20])[O:17][CH3:18]. (2) The reactants are: [CH3:1][O:2][C:3](=[O:12])[C:4]1[CH:9]=[C:8]([Cl:10])[N:7]=[C:6](Cl)[CH:5]=1.C1(P(C2C=CC=CC=2)C2C=CC=CC=2)C=CC=CC=1.C([Sn](CCCC)(CCCC)[C:37]([O:39][CH2:40][CH3:41])=[CH2:38])CCC. Given the product [CH3:1][O:2][C:3](=[O:12])[C:4]1[CH:5]=[C:6]([C:37]([O:39][CH2:40][CH3:41])=[CH2:38])[N:7]=[C:8]([Cl:10])[CH:9]=1, predict the reactants needed to synthesize it. (3) Given the product [O:31]1[C:30]2[CH:34]=[CH:35][C:27]([C:24]3([C:22]([NH:21][C:18]4[CH:19]=[CH:20][C:15]([CH:6]([N:39]5[CH2:38][CH:37]([CH3:36])[O:42][CH:41]([CH3:43])[CH2:40]5)[C:7]5[CH:12]=[CH:11][CH:10]=[CH:9][C:8]=5[O:13][CH3:14])=[CH:16][N:17]=4)=[O:23])[CH2:25][CH2:26]3)=[CH:28][C:29]=2[O:33][CH2:32]1, predict the reactants needed to synthesize it. The reactants are: CS(O[CH:6]([C:15]1[CH:16]=[N:17][C:18]([NH:21][C:22]([C:24]2([C:27]3[CH:35]=[CH:34][C:30]4[O:31][CH2:32][O:33][C:29]=4[CH:28]=3)[CH2:26][CH2:25]2)=[O:23])=[CH:19][CH:20]=1)[C:7]1[CH:12]=[CH:11][CH:10]=[CH:9][C:8]=1[O:13][CH3:14])(=O)=O.[CH3:36][CH:37]1[O:42][CH:41]([CH3:43])[CH2:40][NH:39][CH2:38]1.O1C2C=CC(C3(C(NC4C=CC(C(N(C)C)C5C=CC=CC=5OC)=CN=4)=O)CC3)=CC=2OC1. (4) Given the product [Cl:9][C:10]1[N:15]=[C:14]([NH:7][CH2:6][C:5]([O:4][CH2:2][CH3:3])=[O:8])[C:13]([CH3:17])=[CH:12][N:11]=1, predict the reactants needed to synthesize it. The reactants are: Cl.[CH2:2]([O:4][C:5](=[O:8])[CH2:6][NH2:7])[CH3:3].[Cl:9][C:10]1[N:15]=[C:14](Cl)[C:13]([CH3:17])=[CH:12][N:11]=1.C(N(C(C)C)CC)(C)C.